Dataset: Peptide-MHC class II binding affinity with 134,281 pairs from IEDB. Task: Regression. Given a peptide amino acid sequence and an MHC pseudo amino acid sequence, predict their binding affinity value. This is MHC class II binding data. (1) The peptide sequence is YDCFLANVSTVLTGK. The MHC is DRB1_1602 with pseudo-sequence DRB1_1602. The binding affinity (normalized) is 0.652. (2) The binding affinity (normalized) is 0.359. The peptide sequence is IQYVNYWFAPGAGAA. The MHC is DRB1_1201 with pseudo-sequence DRB1_1201.